From a dataset of Catalyst prediction with 721,799 reactions and 888 catalyst types from USPTO. Predict which catalyst facilitates the given reaction. (1) Reactant: [C:1]([O:5][C:6](=[O:32])[NH:7][C@H:8]1[CH2:13][CH2:12][C@@H:11]([NH:14][C:15]([C:17]2[C:18]([NH:24][CH:25]3[CH2:30][CH2:29][N:28]([CH3:31])[CH2:27][CH2:26]3)=[N:19][CH:20]=[C:21]([F:23])[CH:22]=2)=[O:16])[CH2:10][CH2:9]1)([CH3:4])([CH3:3])[CH3:2].[C:33](N1C=CN=C1)(N1C=CN=C1)=[O:34].[H-].[Na+]. Product: [C:1]([O:5][C:6](=[O:32])[NH:7][C@H:8]1[CH2:13][CH2:12][C@@H:11]([N:14]2[C:15](=[O:16])[C:17]3[CH:22]=[C:21]([F:23])[CH:20]=[N:19][C:18]=3[N:24]([CH:25]3[CH2:26][CH2:27][N:28]([CH3:31])[CH2:29][CH2:30]3)[C:33]2=[O:34])[CH2:10][CH2:9]1)([CH3:4])([CH3:3])[CH3:2]. The catalyst class is: 9. (2) Reactant: [F:1][C:2]1[CH:19]=[CH:18][CH:17]=[CH:16][C:3]=1[CH2:4][O:5][C:6]1[CH:7]=[C:8]([CH:12]=[C:13]([OH:15])[CH:14]=1)[C:9](O)=O.Br[C:21]1[CH:22]=[C:23]([NH2:28])[C:24]([NH2:27])=[N:25][CH:26]=1.CN(C(ON1N=NC2C=CC=CC1=2)=[N+](C)C)C.F[P-](F)(F)(F)(F)F. Product: [F:1][C:2]1[CH:19]=[CH:18][CH:17]=[CH:16][C:3]=1[CH2:4][O:5][C:6]1[CH:14]=[C:13]([OH:15])[CH:12]=[C:8]([C:9]2[NH:28][C:23]3[C:24]([N:27]=2)=[N:25][CH:26]=[CH:21][CH:22]=3)[CH:7]=1. The catalyst class is: 3. (3) Reactant: [F:1][C:2]1[CH:28]=[CH:27][C:5]([C:6]([C:8]2[CH:9]=[N:10][C:11]([N:14]3[CH2:19][CH2:18][N:17](C(OC(C)(C)C)=O)[CH2:16][CH2:15]3)=[N:12][CH:13]=2)=[O:7])=[CH:4][CH:3]=1.Cl. Product: [F:1][C:2]1[CH:28]=[CH:27][C:5]([C:6]([C:8]2[CH:9]=[N:10][C:11]([N:14]3[CH2:19][CH2:18][NH:17][CH2:16][CH2:15]3)=[N:12][CH:13]=2)=[O:7])=[CH:4][CH:3]=1. The catalyst class is: 12. (4) Reactant: Cl[C:2]1[N:7]=[C:6]([C:8]2[C:16]3[C:11](=[CH:12][CH:13]=[CH:14][CH:15]=3)[N:10]([S:17]([C:20]3[CH:25]=[CH:24][CH:23]=[CH:22][CH:21]=3)(=[O:19])=[O:18])[CH:9]=2)[C:5]([Cl:26])=[CH:4][N:3]=1.[C:27]([N:34]1[CH2:39][CH2:38][CH2:37][CH:36]([CH2:40][NH2:41])[CH2:35]1)([O:29][C:30]([CH3:33])([CH3:32])[CH3:31])=[O:28].C(N(C(C)C)CC)(C)C. Product: [Cl:26][C:5]1[C:6]([C:8]2[C:16]3[C:11](=[CH:12][CH:13]=[CH:14][CH:15]=3)[N:10]([S:17]([C:20]3[CH:21]=[CH:22][CH:23]=[CH:24][CH:25]=3)(=[O:18])=[O:19])[CH:9]=2)=[N:7][C:2]([NH:41][CH2:40][CH:36]2[CH2:37][CH2:38][CH2:39][N:34]([C:27]([O:29][C:30]([CH3:33])([CH3:32])[CH3:31])=[O:28])[CH2:35]2)=[N:3][CH:4]=1. The catalyst class is: 296. (5) Reactant: [CH3:1][C:2]1[CH:3]=[CH:4][N:5]2[C:10]3[C:11]4[NH:42][C:40](=[O:41])[C:39]([CH3:43])=[CH:38][CH:37]=[CH:36][C@H:35]([CH3:44])[C@H:34]([OH:45])[C@@H:33]([CH3:46])[C@@H:32]([OH:47])[C@@H:31]([CH3:48])[C@H:30]([O:49][C:50]([CH3:52])=[O:51])[C@H:29]([CH3:53])[C@@H:28]([O:54][CH3:55])[CH:27]=[CH:26][O:25][C@:22]5([CH3:56])[C:23](=[O:24])[C:15]6=[C:16]([O:21]5)[C:17]([CH3:20])=[C:18]([OH:19])[C:13](=[C:14]6[C:9]=3[N:8]=[C:6]2[CH:7]=1)[C:12]=4[OH:57].[CH2:58]([OH:134])[C@H:59]1[O:64][C@@H:63]2[O:65][C@H:66]3[C@H:71]([OH:72])[C@@H:70]([OH:73])[C@@H:69]([O:74][C@H:75]4[C@H:80]([OH:81])[C@@H:79]([OH:82])[C@@H:78]([O:83][C@H:84]5[C@H:89]([OH:90])[C@@H:88]([OH:91])[C@@H:87]([O:92][C@H:93]6[C@H:98]([OH:99])[C@@H:97]([OH:100])[C@@H:96]([O:101][C@H:102]7[C@H:107]([OH:108])[C@@H:106]([OH:109])[C@@H:105]([O:110][C@H:111]8[C@H:117]([OH:118])[C@@H:116]([OH:119])[C@@H:114]([O:115][C@H:60]1[C@H:61]([OH:133])[C@H:62]2[OH:132])[O:113][C@@H:112]8[CH2:120][OH:121])[O:104][C@@H:103]7[CH2:122][OH:123])[O:95][C@@H:94]6[CH2:124][OH:125])[O:86][C@@H:85]5[CH2:126][OH:127])[O:77][C@@H:76]4[CH2:128][OH:129])[O:68][C@@H:67]3[CH2:130][OH:131]. Product: [CH3:1][C:2]1[CH:3]=[CH:4][N:5]2[C:10]3[C:11]4[NH:42][C:40](=[O:41])[C:39]([CH3:43])=[CH:38][CH:37]=[CH:36][C@H:35]([CH3:44])[C@H:34]([OH:45])[C@@H:33]([CH3:46])[C@@H:32]([OH:47])[C@@H:31]([CH3:48])[C@H:30]([O:49][C:50]([CH3:52])=[O:51])[C@H:29]([CH3:53])[C@@H:28]([O:54][CH3:55])[CH:27]=[CH:26][O:25][C@:22]5([CH3:56])[C:23](=[O:24])[C:15]6=[C:16]([O:21]5)[C:17]([CH3:20])=[C:18]([OH:19])[C:13](=[C:14]6[C:9]=3[N:8]=[C:6]2[CH:7]=1)[C:12]=4[OH:57].[CH2:124]([OH:125])[C@H:94]1[O:95][C@@H:96]2[O:101][C@H:102]3[C@H:107]([OH:108])[C@@H:106]([OH:109])[C@@H:105]([O:110][C@H:111]4[C@H:117]([OH:118])[C@@H:116]([OH:119])[C@@H:114]([O:115][C@H:60]5[C@H:61]([OH:133])[C@@H:62]([OH:132])[C@@H:63]([O:65][C@H:66]6[C@H:71]([OH:72])[C@@H:70]([OH:73])[C@@H:69]([O:74][C@H:75]7[C@H:80]([OH:81])[C@@H:79]([OH:82])[C@@H:78]([O:83][C@H:84]8[C@H:89]([OH:90])[C@@H:88]([OH:91])[C@@H:87]([O:92][C@H:93]1[C@H:98]([OH:99])[C@H:97]2[OH:100])[O:86][C@@H:85]8[CH2:126][OH:127])[O:77][C@@H:76]7[CH2:128][OH:129])[O:68][C@@H:67]6[CH2:130][OH:131])[O:64][C@@H:59]5[CH2:58][OH:134])[O:113][C@@H:112]4[CH2:120][OH:121])[O:104][C@@H:103]3[CH2:122][OH:123]. The catalyst class is: 8.